Task: Predict which catalyst facilitates the given reaction.. Dataset: Catalyst prediction with 721,799 reactions and 888 catalyst types from USPTO (1) The catalyst class is: 95. Reactant: [Br:1][C:2]1[C:3]([C@:8]([NH:25][S:26]([C:28]([CH3:31])([CH3:30])[CH3:29])=[O:27])([C:13]2[CH:18]=[CH:17][C:16]([O:19][C:20]([F:23])([F:22])[F:21])=[C:15]([F:24])[CH:14]=2)[CH:9]([OH:12])CO)=[N:4][CH:5]=[CH:6][CH:7]=1.I([O-])(=O)(=O)=O.[Na+].CCOC(C)=O. Product: [Br:1][C:2]1[C:3]([C@:8]([NH:25][S@@:26]([C:28]([CH3:31])([CH3:30])[CH3:29])=[O:27])([C:13]2[CH:18]=[CH:17][C:16]([O:19][C:20]([F:23])([F:21])[F:22])=[C:15]([F:24])[CH:14]=2)[CH:9]=[O:12])=[N:4][CH:5]=[CH:6][CH:7]=1. (2) Reactant: [Br:1][C:2]1[C:9]([OH:10])=[CH:8][CH:7]=[CH:6][C:3]=1[CH:4]=[O:5].Cl[CH2:12][C:13]([CH3:16])([OH:15])[CH3:14].C([O-])([O-])=O.[Na+].[Na+].O. Product: [Br:1][C:2]1[C:9]([O:10][CH2:12][C:13]([OH:15])([CH3:16])[CH3:14])=[CH:8][CH:7]=[CH:6][C:3]=1[CH:4]=[O:5]. The catalyst class is: 16. (3) The catalyst class is: 12. Reactant: [F:1][C:2]1[CH:3]=[C:4]([S:8]([N:11]([CH2:19][CH3:20])[C@@H:12]([CH2:17]O)[C:13]([O:15]C)=[O:14])(=[O:10])=[O:9])[CH:5]=[CH:6][CH:7]=1.[OH-].[Na+]. Product: [CH2:19]([N:11]([S:8]([C:4]1[CH:5]=[CH:6][CH:7]=[C:2]([F:1])[CH:3]=1)(=[O:10])=[O:9])[C:12](=[CH2:17])[C:13]([OH:15])=[O:14])[CH3:20]. (4) The catalyst class is: 12. Reactant: C(OC([N:8](C(OC(C)(C)C)=O)[C:9]1[C:10]([C:28]2[O:32][C:31]([C:33]3[CH:38]=[CH:37][C:36]([CH2:39][N:40](C)[C:41](=O)OC(C)(C)C)=[CH:35][CH:34]=3)=[N:30][N:29]=2)=[N:11][C:12]([N:15]2[CH2:27][CH2:26][C:17]3([CH2:21][CH2:20][N:19]([C:22](=[O:25])[CH2:23][CH3:24])[CH2:18]3)[CH2:16]2)=[CH:13][N:14]=1)=O)(C)(C)C.Cl. Product: [NH2:8][C:9]1[N:14]=[CH:13][C:12]([N:15]2[CH2:27][CH2:26][C:17]3([CH2:18][N:19]([C:22](=[O:25])[CH2:23][CH3:24])[CH2:20][CH2:21]3)[CH2:16]2)=[N:11][C:10]=1[C:28]1[O:32][C:31]([C:33]2[CH:38]=[CH:37][C:36]([CH2:39][NH:40][CH3:41])=[CH:35][CH:34]=2)=[N:30][N:29]=1.